From a dataset of Forward reaction prediction with 1.9M reactions from USPTO patents (1976-2016). Predict the product of the given reaction. (1) Given the reactants [P:1]([O:19][C:20]([C:33]1[CH:38]=[CH:37][C:36]([F:39])=[CH:35][C:34]=1[F:40])([CH2:27][N:28]1[CH:32]=[N:31][CH:30]=[N:29]1)[CH2:21][N:22]1[CH:26]=[N:25][CH:24]=[N:23]1)([O:11]CC1C=CC=CC=1)([O:3]CC1C=CC=CC=1)=[O:2].[OH-].[Na+].S(=O)(=O)(O)O, predict the reaction product. The product is: [P:1]([OH:11])([OH:3])([O:19][C:20]([C:33]1[CH:38]=[CH:37][C:36]([F:39])=[CH:35][C:34]=1[F:40])([CH2:27][N:28]1[CH:32]=[N:31][CH:30]=[N:29]1)[CH2:21][N:22]1[CH:26]=[N:25][CH:24]=[N:23]1)=[O:2]. (2) Given the reactants CO[CH:3](OC)[N:4]([CH3:6])[CH3:5].[S:9]1[C:17]2[CH:16]=[CH:15][N:14]=[CH:13][C:12]=2[CH:11]=[C:10]1[C:18](=[O:20])[CH3:19], predict the reaction product. The product is: [CH3:6][N:4]([CH3:5])/[CH:3]=[CH:19]/[C:18]([C:10]1[S:9][C:17]2[CH:16]=[CH:15][N:14]=[CH:13][C:12]=2[CH:11]=1)=[O:20]. (3) The product is: [C:1]([O:5][C:6](=[O:33])[NH:7][C@:8]([CH3:32])([C:11]1[CH:20]=[CH:19][C:18]2[C:13](=[CH:14][CH:15]=[C:16]([O:21][C@H:22]3[CH2:23][CH2:24][C@H:25]([C:28]([F:30])([F:31])[F:29])[CH2:26][CH2:27]3)[CH:17]=2)[CH:12]=1)[CH2:9][O:10][P:42]([O:43][C:44]([CH3:45])([CH3:46])[CH3:47])([O:48][C:49]([CH3:50])([CH3:51])[CH3:52])=[O:55])([CH3:4])([CH3:2])[CH3:3]. Given the reactants [C:1]([O:5][C:6](=[O:33])[NH:7][C@:8]([CH3:32])([C:11]1[CH:20]=[CH:19][C:18]2[C:13](=[CH:14][CH:15]=[C:16]([O:21][C@H:22]3[CH2:27][CH2:26][C@H:25]([C:28]([F:31])([F:30])[F:29])[CH2:24][CH2:23]3)[CH:17]=2)[CH:12]=1)[CH2:9][OH:10])([CH3:4])([CH3:3])[CH3:2].N1C=NN=N1.C(N(CC)[P:42]([O:48][C:49]([CH3:52])([CH3:51])[CH3:50])[O:43][C:44]([CH3:47])([CH3:46])[CH3:45])C.[OH:55]O, predict the reaction product. (4) Given the reactants [C:1]([O:4][C:5]1[C:6](=[CH:10][CH:11]=[CH:12][CH:13]=1)[C:7](Cl)=[O:8])(=[O:3])[CH3:2].[CH:14]1([CH2:17][CH2:18][NH:19][C:20]([C:22]2[N:23]=[N:24][C:25]([N:28]3[CH2:33][CH2:32][NH:31][CH2:30][CH2:29]3)=[CH:26][CH:27]=2)=[O:21])[CH2:16][CH2:15]1, predict the reaction product. The product is: [CH:14]1([CH2:17][CH2:18][NH:19][C:20]([C:22]2[N:23]=[N:24][C:25]([N:28]3[CH2:33][CH2:32][N:31]([C:7]([C:6]4[CH:10]=[CH:11][CH:12]=[CH:13][C:5]=4[O:4][C:1](=[O:3])[CH3:2])=[O:8])[CH2:30][CH2:29]3)=[CH:26][CH:27]=2)=[O:21])[CH2:16][CH2:15]1. (5) The product is: [N:1]1[CH:6]=[CH:5][N:4]=[C:3]2[NH:7][CH:8]=[C:9]([CH:10]3[CH2:11][CH2:12][N:13]([C:16]([O:18][C:19]([CH3:22])([CH3:21])[CH3:20])=[O:17])[CH2:14][CH2:15]3)[C:2]=12. Given the reactants [N:1]1[CH:6]=[CH:5][N:4]=[C:3]2[NH:7][CH:8]=[C:9]([C:10]3[CH2:11][CH2:12][N:13]([C:16]([O:18][C:19]([CH3:22])([CH3:21])[CH3:20])=[O:17])[CH2:14][CH:15]=3)[C:2]=12, predict the reaction product.